This data is from Catalyst prediction with 721,799 reactions and 888 catalyst types from USPTO. The task is: Predict which catalyst facilitates the given reaction. (1) The catalyst class is: 15. Reactant: [C:1]1([CH:7]([C:35]2[CH:40]=[CH:39][CH:38]=[CH:37][CH:36]=2)[CH2:8][CH2:9][NH:10][C:11](=[O:34])[C:12]2[CH:17]=[CH:16][C:15]([N:18]3[C:22](O)([C:23]([F:26])([F:25])[F:24])[CH2:21][C:20]([C:28]4[CH:29]=[N:30][CH:31]=[CH:32][CH:33]=4)=[N:19]3)=[N:14][CH:13]=2)[CH:6]=[CH:5][CH:4]=[CH:3][CH:2]=1. Product: [C:35]1([CH:7]([C:1]2[CH:2]=[CH:3][CH:4]=[CH:5][CH:6]=2)[CH2:8][CH2:9][NH:10][C:11](=[O:34])[C:12]2[CH:17]=[CH:16][C:15]([N:18]3[C:22]([C:23]([F:25])([F:26])[F:24])=[CH:21][C:20]([C:28]4[CH:29]=[N:30][CH:31]=[CH:32][CH:33]=4)=[N:19]3)=[N:14][CH:13]=2)[CH:36]=[CH:37][CH:38]=[CH:39][CH:40]=1. (2) Reactant: [C:1]([C:3]([C:6]1[CH:7]=[C:8]([CH:21]=[CH:22][CH:23]=1)[C:9]([NH:11][C:12]1[CH:17]=[CH:16][CH:15]=[C:14]([NH:18][CH:19]=O)[CH:13]=1)=[O:10])([CH3:5])[CH3:4])#[N:2].C(N(C(C)C)C(C)C)C.ClC1[N:39]=[C:38]([S:40][C:41]#[N:42])[C:37]([N+:43]([O-:45])=[O:44])=[CH:36][N:35]=1.C(=O)([O-])O.[Na+]. Product: [C:1]([C:3]([C:6]1[CH:7]=[C:8]([C:9]([NH:11][C:12]2[CH:13]=[C:14]([NH:18][C:19]3[N:39]=[C:38]([S:40][C:41]#[N:42])[C:37]([N+:43]([O-:45])=[O:44])=[CH:36][N:35]=3)[CH:15]=[CH:16][CH:17]=2)=[O:10])[CH:21]=[CH:22][CH:23]=1)([CH3:5])[CH3:4])#[N:2]. The catalyst class is: 7. (3) Reactant: [H-].[Al+3].[Li+].[H-].[H-].[H-].[CH3:7][O:8][CH2:9][O:10][C:11]1[CH:16]=[C:15]([CH3:17])[C:14]([C:18]2[CH:23]=[CH:22][CH:21]=[C:20]([C:24](OC)=[O:25])[C:19]=2[CH3:28])=[C:13]([CH3:29])[CH:12]=1. Product: [CH3:7][O:8][CH2:9][O:10][C:11]1[CH:16]=[C:15]([CH3:17])[C:14]([C:18]2[CH:23]=[CH:22][CH:21]=[C:20]([CH2:24][OH:25])[C:19]=2[CH3:28])=[C:13]([CH3:29])[CH:12]=1. The catalyst class is: 1. (4) Reactant: [H-].[Al+3].[Li+].[H-].[H-].[H-].[Cl-].[Al+3].[Cl-].[Cl-].[O:11]1[C:15]2[CH2:16][CH2:17][CH2:18][C:19](=O)[C:14]=2[CH:13]=[CH:12]1. Product: [CH2:18]1[C:19]2[CH2:14][CH2:13][CH2:12][O:11][C:15]=2[CH:16]=[CH:17]1. The catalyst class is: 27. (5) Reactant: [N+]([C:4]1[CH:9]=[CH:8][N:7]=[C:6]([NH:10][C:11]([CH:13]2[CH2:15][CH2:14]2)=[O:12])[CH:5]=1)([O-])=O.[OH:16][C:17]1[CH:18]=[C:19]2[C:24](=[CH:25][CH:26]=1)[C:23]([C:27]([OH:29])=[O:28])=[N:22][CH:21]=[CH:20]2.C(=O)([O-])[O-].[K+].[K+]. Product: [CH:13]1([C:11]([NH:10][C:6]2[CH:5]=[C:4]([O:16][C:17]3[CH:18]=[C:19]4[C:24](=[CH:25][CH:26]=3)[C:23]([C:27]([OH:29])=[O:28])=[N:22][CH:21]=[CH:20]4)[CH:9]=[CH:8][N:7]=2)=[O:12])[CH2:15][CH2:14]1. The catalyst class is: 16. (6) Reactant: C(O[C:9](=O)[N:10]([CH2:12][CH2:13][N:14]([CH2:18][CH3:19])[CH2:15][CH2:16][OH:17])C)C1C=CC=CC=1.[ClH:21].[H][H]. Product: [ClH:21].[ClH:21].[CH2:18]([N:14]([CH2:13][CH2:12][NH:10][CH3:9])[CH2:15][CH2:16][OH:17])[CH3:19]. The catalyst class is: 19. (7) Reactant: O1CCCC1.[NH2:6][C:7]1[C:12]([C:13]2[O:17][N:16]=[C:15]([CH2:18][C:19]3[CH:24]=[CH:23][C:22]([OH:25])=[CH:21][CH:20]=3)[CH:14]=2)=[CH:11][CH:10]=[C:9]([NH2:26])[N:8]=1.[OH-].[Na+].[Cl:29][C:30]1[CH:35]=[CH:34][N:33]=[C:32]([CH2:36]Cl)[CH:31]=1. Product: [Cl:29][C:30]1[CH:35]=[CH:34][N:33]=[C:32]([CH2:36][O:25][C:22]2[CH:23]=[CH:24][C:19]([CH2:18][C:15]3[CH:14]=[C:13]([C:12]4[C:7]([NH2:6])=[N:8][C:9]([NH2:26])=[CH:10][CH:11]=4)[O:17][N:16]=3)=[CH:20][CH:21]=2)[CH:31]=1. The catalyst class is: 9. (8) Reactant: [C:1]1([C:24]2[CH:29]=[CH:28][CH:27]=[CH:26][CH:25]=2)[CH:6]=[CH:5][C:4]([CH2:7][N:8]2[C:12]3[CH:13]=[C:14]([F:19])[C:15]([I:18])=[C:16]([F:17])[C:11]=3[N:10]=[C:9]2S(C)(=O)=O)=[CH:3][CH:2]=1.[CH2:30]([O:32][C:33]([CH:35]1[CH2:38][CH:37]([OH:39])[CH2:36]1)=[O:34])[CH3:31].C1CCN2C(=NCCC2)CC1. Product: [C:1]1([C:24]2[CH:29]=[CH:28][CH:27]=[CH:26][CH:25]=2)[CH:6]=[CH:5][C:4]([CH2:7][N:8]2[C:12]3[CH:13]=[C:14]([F:19])[C:15]([I:18])=[C:16]([F:17])[C:11]=3[N:10]=[C:9]2[O:39][CH:37]2[CH2:38][CH:35]([C:33]([O:32][CH2:30][CH3:31])=[O:34])[CH2:36]2)=[CH:3][CH:2]=1. The catalyst class is: 173.